Dataset: Experimentally validated miRNA-target interactions with 360,000+ pairs, plus equal number of negative samples. Task: Binary Classification. Given a miRNA mature sequence and a target amino acid sequence, predict their likelihood of interaction. (1) The protein sequence of the target gene is MSAEVETSEGVDESEKKNSGALEKENQMRMADLSELLKEGTKEAHDRAENTQFVKDFLKGNIKKELFKLATTALYFTYSALEEEMERNKDHPAFAPLYFPMELHRKEALTKDMEYFFGENWEEQVQCPKAAQKYVERIHYIGQNEPELLVAHAYTRYMGDLSGGQVLKKVAQRALKLPSTGEGTQFYLFENVDNAQQFKQLYRARMNALDLNMKTKERIVEEANKAFEYNMQIFNELDQAGSTLARETLEDGFPVHDGKGDMRKCPFYAAEQDKGALEGSSCPFRTAMAVLRKPSLQFIL.... The miRNA is hsa-miR-4773 with sequence CAGAACAGGAGCAUAGAAAGGC. Result: 0 (no interaction). (2) The miRNA is hsa-miR-122-5p with sequence UGGAGUGUGACAAUGGUGUUUG. The protein sequence of the target gene is MLAGAGRPGLPQGRHLCWLLCAFTLKLCQAEAPVQEEKLSASTSNLPCWLVEEFVVAEECSPCSNFRAKTTPECGPTGYVEKITCSSSKRNEFKSCRSALMEQRLFWKFEGAVVCVALIFACLVIIRQRQLDRKALEKVRKQIESI. Result: 0 (no interaction). (3) The miRNA is hsa-miR-5690 with sequence UCAGCUACUACCUCUAUUAGG. The protein sequence of the target gene is MDPGDDWLVESLRLYQDFYAFDLSGATRVLEWIDDKGVFVAGYESLKKNEILHLKLPLRLSVKENKGLFPERDFKVRHGGFSDRSIFDLKHVPHTRLLVTSGLPGCYLQVWQVAEDSDVIKAVSTIAVHEKEESLWPRVAVFSTLAPGVLHGARLRSLQVVDLESRKTTYTSDVSDSEELSSLQVLDADTFAFCCASGRLGLVDTRQKWAPLENRSPGPGSGGERWCAEVGSWGQGPGPSIASLGSDGRLCLLDPRDLCHPVSSVQCPVSVPSPDPELLRVTWAPGLKNCLAISGFDGTV.... Result: 1 (interaction). (4) The miRNA is hsa-miR-6772-5p with sequence UGGGUGUAGGCUGGAGCUGAGG. The protein sequence of the target gene is MRLWKAVVVTLAFMSVDICVTTAIYVFSHLDRSLLEDIRHFNIFDSVLDLWAACLYRSCLLLGATIGVAKNSALGPRRLRASWLVITLVCLFVGIYAMVKLLLFSEVRRPIRDPWFWALFVWTYISLGASFLLWWLLSTVRPGTQALEPGAATEAEGFPGSGRPPPEQASGATLQKLLSYTKPDVAFLVAASFFLIVAALGETFLPYYTGRAIDGIVIQKSMDQFSTAVVIVCLLAIGSSFAAGIRGGIFTLIFARLNIRLRNCLFRSLVSQETSFFDENRTGDLISRLTSDTTMVSDLV.... Result: 0 (no interaction).